Dataset: Peptide-MHC class I binding affinity with 185,985 pairs from IEDB/IMGT. Task: Regression. Given a peptide amino acid sequence and an MHC pseudo amino acid sequence, predict their binding affinity value. This is MHC class I binding data. The peptide sequence is RRDYRRGL. The MHC is Mamu-A2601 with pseudo-sequence Mamu-A2601. The binding affinity (normalized) is 0.